Predict the product of the given reaction. From a dataset of Forward reaction prediction with 1.9M reactions from USPTO patents (1976-2016). (1) The product is: [NH2:13][C@H:14]1[CH2:16][N:49]2[C:47]3[C:52]([C:53]([CH2:55][C:9]([O:11][CH2:63][CH2:64][CH3:69])=[O:10])=[C:54]2[CH2:79][CH2:15]1)=[CH:51][CH:50]=[CH:45][CH:46]=3. Given the reactants P([O-])([O-])([O-])=O.[Na+].[Na+].[Na+].[CH:9]([O-:11])=[O:10].[Na+].[NH2:13][C@@H:14]([C:16](O)=O)[CH3:15].C1N=C(N)C2N=CN([C@@H]3O[C@H](COP(OP(OC[C@H]4O[C@@H:47]([N:49]5[CH:54]=[C:53]([C:55](N)=O)[CH2:52][CH:51]=[CH:50]5)[C@H:46](O)[C@@H:45]4O)(O)=O)(O)=O)[C@@H](O)[C@H]3O)C=2N=1.[CH3:63][C:64]1[C:69](O)=C(C=O)C(COP(O)(O)=O)=CN=1.[C:79]([O-])(=O)C(C)O.C([O-])=O.Cl, predict the reaction product. (2) Given the reactants Cl[C:2]1[N:7]=[CH:6][C:5]2[CH:8]=[N:9][N:10]([CH2:11][O:12][CH2:13][CH2:14][Si:15]([CH3:18])([CH3:17])[CH3:16])[C:4]=2[CH:3]=1.CC1(C)C(C)(C)OB([C:27]2[CH:28]=[N:29][CH:30]=[C:31]([CH:33]=[CH2:34])[CH:32]=2)O1.C([O-])(=O)C.[K+].C(=O)([O-])[O-].[Na+].[Na+], predict the reaction product. The product is: [CH3:16][Si:15]([CH3:18])([CH3:17])[CH2:14][CH2:13][O:12][CH2:11][N:10]1[C:4]2[CH:3]=[C:2]([C:27]3[CH:28]=[N:29][CH:30]=[C:31]([CH:33]=[CH2:34])[CH:32]=3)[N:7]=[CH:6][C:5]=2[CH:8]=[N:9]1. (3) Given the reactants Br[C:2]1[S:6][C:5]([C:7]2[C:12]([CH3:13])=[CH:11][N:10]=[C:9]([NH:14][CH2:15][CH2:16][N:17]3[CH2:21][CH2:20][NH:19][C:18]3=[O:22])[N:8]=2)=[CH:4][CH:3]=1.[S:23]1[CH:27]=[CH:26][CH:25]=[C:24]1B(O)O.C(=O)([O-])[O-].[Na+].[Na+].COC, predict the reaction product. The product is: [CH3:13][C:12]1[C:7]([C:5]2[S:6][C:2]([C:24]3[S:23][CH:27]=[CH:26][CH:25]=3)=[CH:3][CH:4]=2)=[N:8][C:9]([NH:14][CH2:15][CH2:16][N:17]2[CH2:21][CH2:20][NH:19][C:18]2=[O:22])=[N:10][CH:11]=1. (4) Given the reactants [Cl:1][C:2]1[CH:39]=[CH:38][C:5]2[N:6]([CH:23]3[CH2:27][N:26](CC4C=CC(OC)=CC=4)[C:25](=[O:37])[CH2:24]3)[C:7]([CH2:9][N:10]3[C:14]4=[CH:15][N:16]=[CH:17][CH:18]=[C:13]4[C:12]([S:19]([CH3:22])(=[O:21])=[O:20])=[N:11]3)=[N:8][C:4]=2[CH:3]=1, predict the reaction product. The product is: [Cl:1][C:2]1[CH:39]=[CH:38][C:5]2[N:6]([CH:23]3[CH2:27][NH:26][C:25](=[O:37])[CH2:24]3)[C:7]([CH2:9][N:10]3[C:14]4=[CH:15][N:16]=[CH:17][CH:18]=[C:13]4[C:12]([S:19]([CH3:22])(=[O:21])=[O:20])=[N:11]3)=[N:8][C:4]=2[CH:3]=1. (5) Given the reactants S(Cl)(=O)(=O)[OH:2].F[C:7](F)=[CH:8][C:9]([F:12])([F:11])[F:10].[CH2:14]([OH:16])[CH3:15], predict the reaction product. The product is: [C:9]([CH2:8][C:7]([O:16][CH2:14][CH3:15])=[O:2])([F:12])([F:11])[F:10]. (6) Given the reactants C([O:3][C:4](=[O:29])[C:5]([CH3:28])([CH3:27])[CH2:6][CH2:7][CH2:8][CH2:9][CH:10]([C:20]1[CH:25]=[CH:24][CH:23]=[CH:22][C:21]=1[Cl:26])[N:11]1[CH2:16][CH2:15][C:14]2[S:17][CH:18]=[CH:19][C:13]=2[CH2:12]1)C.O.[OH-].[K+], predict the reaction product. The product is: [Cl:26][C:21]1[CH:22]=[CH:23][CH:24]=[CH:25][C:20]=1[CH:10]([N:11]1[CH2:16][CH2:15][C:14]2[S:17][CH:18]=[CH:19][C:13]=2[CH2:12]1)[CH2:9][CH2:8][CH2:7][CH2:6][C:5]([CH3:28])([CH3:27])[C:4]([OH:29])=[O:3]. (7) Given the reactants [CH2:1]([O:3][CH2:4][CH2:5][CH:6]([OH:9])[CH2:7][CH3:8])[CH3:2].[N+](=[CH:12][C:13]([O:15][CH2:16][CH3:17])=[O:14])=[N-], predict the reaction product. The product is: [CH2:16]([O:15][C:13](=[O:14])[CH2:12][O:9][CH:6]([CH2:7][CH3:8])[CH2:5][CH2:4][O:3][CH2:1][CH3:2])[CH3:17]. (8) The product is: [Cl:12][CH2:8][C:4]1[CH:3]=[C:2]([CH3:1])[CH:7]=[CH:6][N:5]=1. Given the reactants [CH3:1][C:2]1[CH:7]=[CH:6][N:5]=[C:4]([CH2:8]O)[CH:3]=1.S(Cl)([Cl:12])=O, predict the reaction product.